From a dataset of Full USPTO retrosynthesis dataset with 1.9M reactions from patents (1976-2016). Predict the reactants needed to synthesize the given product. (1) Given the product [CH3:9][C:8]1[C:7]([C:1]2[CH:6]=[CH:5][CH:4]=[CH:3][CH:2]=2)=[N:19][C:12]2[C:13](=[CH:14][CH:15]=[CH:16][CH:17]=2)[N:18]=1, predict the reactants needed to synthesize it. The reactants are: [C:1]1([C:7](=O)[C:8](=O)[CH3:9])[CH:6]=[CH:5][CH:4]=[CH:3][CH:2]=1.[C:12]1([NH2:19])[CH:17]=[CH:16][CH:15]=[CH:14][C:13]=1[NH2:18]. (2) Given the product [C:1]([N:14]1[CH2:19][CH2:18][CH:17]([CH2:20][C:21]([O:23][CH2:24][CH3:25])=[O:22])[CH2:16][CH2:15]1)(=[O:12])/[CH:2]=[CH:3]/[CH2:4][CH2:5][CH2:6][CH2:7][CH2:8][CH2:9][CH3:10], predict the reactants needed to synthesize it. The reactants are: [C:1]([OH:12])(=O)/[CH:2]=[CH:3]/[CH2:4][CH2:5][CH2:6][CH2:7][CH2:8][CH2:9][CH3:10].Cl.[NH:14]1[CH2:19][CH2:18][CH:17]([CH2:20][C:21]([O:23][CH2:24][CH3:25])=[O:22])[CH2:16][CH2:15]1. (3) The reactants are: [CH3:1][C:2]1[CH:7]=[CH:6][C:5]([NH:8][C:9]2[CH:10]=[C:11]([N:15]3[CH2:20][CH2:19][N:18]([C:21](=[O:23])[CH3:22])[CH2:17][CH2:16]3)[CH:12]=[CH:13][CH:14]=2)=[C:4]([N+:24]([O-])=O)[CH:3]=1.[H][H]. Given the product [NH2:24][C:4]1[CH:3]=[C:2]([CH3:1])[CH:7]=[CH:6][C:5]=1[NH:8][C:9]1[CH:10]=[C:11]([N:15]2[CH2:16][CH2:17][N:18]([C:21](=[O:23])[CH3:22])[CH2:19][CH2:20]2)[CH:12]=[CH:13][CH:14]=1, predict the reactants needed to synthesize it. (4) Given the product [Cl:16][C:17]1[CH:24]=[CH:23][CH:22]=[CH:21][C:18]=1[CH2:19][N:10]1[C:11]([CH3:15])([CH3:14])[C:12](=[O:13])[N:9]1[CH:1]1[CH2:8][CH2:7][CH2:6][CH2:5][CH2:4][CH2:3][CH2:2]1, predict the reactants needed to synthesize it. The reactants are: [CH:1]1([N:9]2[C:12](=[O:13])[C:11]([CH3:15])([CH3:14])[NH:10]2)[CH2:8][CH2:7][CH2:6][CH2:5][CH2:4][CH2:3][CH2:2]1.[Cl:16][C:17]1[CH:24]=[CH:23][CH:22]=[CH:21][C:18]=1[CH2:19]Br.